From a dataset of Full USPTO retrosynthesis dataset with 1.9M reactions from patents (1976-2016). Predict the reactants needed to synthesize the given product. (1) Given the product [Br:16][C:17]1[CH:24]=[CH:23][CH:22]=[C:21]([N:10]2[CH2:9][CH2:8][C:7]3[C:12](=[CH:13][N:14]=[C:5]([C:1]([CH3:4])([CH3:2])[CH3:3])[CH:6]=3)[C:11]2=[O:15])[C:18]=1[CH:19]=[O:20], predict the reactants needed to synthesize it. The reactants are: [C:1]([C:5]1[CH:6]=[C:7]2[C:12](=[CH:13][N:14]=1)[C:11](=[O:15])[NH:10][CH2:9][CH2:8]2)([CH3:4])([CH3:3])[CH3:2].[Br:16][C:17]1[CH:24]=[CH:23][CH:22]=[C:21](Br)[C:18]=1[CH:19]=[O:20].CC1(C)C2C(=C(P(C3C=CC=CC=3)C3C=CC=CC=3)C=CC=2)OC2C(P(C3C=CC=CC=3)C3C=CC=CC=3)=CC=CC1=2.C([O-])([O-])=O.[Cs+].[Cs+]. (2) Given the product [Cl:1][C:2]1[CH:7]=[CH:6][C:5]([CH:8]2[N:13]3[CH:14]=[C:15]([C:17]4[CH:22]=[CH:21][CH:20]=[CH:19][C:18]=4[O:23][CH3:24])[N:16]=[C:12]3[NH:11][C:10]([CH3:25])=[C:9]2[C:26]#[N:28])=[CH:4][C:3]=1[F:29], predict the reactants needed to synthesize it. The reactants are: [Cl:1][C:2]1[CH:7]=[CH:6][C:5]([CH:8]2[N:13]3[CH:14]=[C:15]([C:17]4[CH:22]=[CH:21][CH:20]=[CH:19][C:18]=4[O:23][CH3:24])[N:16]=[C:12]3[NH:11][C:10]([CH3:25])=[C:9]2[C:26]([NH2:28])=O)=[CH:4][C:3]=1[F:29].CCN(CC)CC.FC(F)(F)C(OC(=O)C(F)(F)F)=O. (3) Given the product [C:34]([NH:33][CH:30]1[CH2:25][O:24][C:16]2([CH2:15][CH2:14][CH:13]([S:10](=[O:11])(=[O:12])[NH:9][C:3]3[CH:4]=[CH:5][C:6]([F:8])=[CH:7][C:2]=3[Cl:1])[C:18]([C:19]([O:21][CH2:22][CH3:23])=[O:20])=[CH:17]2)[O:26][CH2:27]1)(=[O:36])[CH3:35], predict the reactants needed to synthesize it. The reactants are: [Cl:1][C:2]1[CH:7]=[C:6]([F:8])[CH:5]=[CH:4][C:3]=1[NH:9][S:10]([CH:13]1[C:18]([C:19]([O:21][CH2:22][CH3:23])=[O:20])=[CH:17][C:16]([O:26][CH3:27])([O:24][CH3:25])[CH2:15][CH2:14]1)(=[O:12])=[O:11].OC[CH:30]([NH:33][C:34](=[O:36])[CH3:35])CO.C(O[Si](C)(C)C)(C)C.FC(F)(F)S(O[Si](C)(C)C)(=O)=O.C(=O)([O-])O.[Na+]. (4) The reactants are: [CH:1]1([C:7]2[CH:12]=[CH:11][N:10]=[C:9]([C:13]3[C:17]4[C:18]([NH:22][CH:23]([CH3:25])[CH3:24])=[N:19][CH:20]=[CH:21][C:16]=4[N:15](CC4C=CC(OC)=CC=4)[N:14]=3)[CH:8]=2)[CH2:6][CH2:5][CH2:4][CH2:3][CH2:2]1.C1(C2C=CN=C(C3C4C(NC(C)C)=NC=CC=4N(CC4C=CC(OC)=CC=4)N=3)C=2)CCCCC=1. Given the product [CH:1]1([C:7]2[CH:12]=[CH:11][N:10]=[C:9]([C:13]3[C:17]4[C:18]([NH:22][CH:23]([CH3:25])[CH3:24])=[N:19][CH:20]=[CH:21][C:16]=4[NH:15][N:14]=3)[CH:8]=2)[CH2:2][CH2:3][CH2:4][CH2:5][CH2:6]1, predict the reactants needed to synthesize it. (5) Given the product [Br:1][C:2]1[CH:11]=[C:10]2[C:5]([C:6]([NH:15][CH2:16][C@@H:17]3[CH2:21][O:20][C:19]([CH3:23])([CH3:22])[O:18]3)=[C:7]([NH2:12])[CH:8]=[N:9]2)=[CH:4][CH:3]=1, predict the reactants needed to synthesize it. The reactants are: [Br:1][C:2]1[CH:11]=[C:10]2[C:5]([C:6]([NH:15][CH2:16][C@@H:17]3[CH2:21][O:20][C:19]([CH3:23])([CH3:22])[O:18]3)=[C:7]([N+:12]([O-])=O)[CH:8]=[N:9]2)=[CH:4][CH:3]=1.[O-]S(S([O-])=O)=O.[Na+].[Na+].C([O-])([O-])=O.[K+].[K+]. (6) The reactants are: Br[C:2]1[S:3][C:4]([C:7]#[N:8])=[CH:5][N:6]=1.[CH3:9][S-:10].[Na+].[CH2:12]([OH:14])[CH3:13]. Given the product [CH3:9][S:10][C:2]1[S:3][C:4]([C:7](=[NH:8])[O:14][CH2:12][CH3:13])=[CH:5][N:6]=1, predict the reactants needed to synthesize it. (7) Given the product [Br:24][C:22]1[CH:23]=[C:18]([C:11]2([C:16]#[N:17])[CH2:12][C@H:13]3[NH:8][C@H:9]([CH:15]=[CH:14]3)[CH2:10]2)[CH:19]=[N:20][CH:21]=1, predict the reactants needed to synthesize it. The reactants are: C(OC([N:8]1[C@H:13]2[CH:14]=[CH:15][C@@H:9]1[CH2:10][C:11]([C:18]1[CH:19]=[N:20][CH:21]=[C:22]([Br:24])[CH:23]=1)([C:16]#[N:17])[CH2:12]2)=O)(C)(C)C.C(O)(C(F)(F)F)=O.C(OCC)(=O)C.